The task is: Predict the reaction yield, written as a fraction of the theoretical maximum amount of product (1.0 means a 100% yield; for example, 0.34 means a 34% yield).. This data is from Reaction yield outcomes from USPTO patents with 853,638 reactions. The reactants are [C:1]([C:3]1[N:4]=[CH:5][CH:6]=[C:7]2[C:12](=[O:13])[C:11]([C:14]3[CH:19]=[CH:18][C:17]([C:20]4([NH:24]C(=O)OC(C)(C)C)[CH2:23][CH2:22][CH2:21]4)=[CH:16][CH:15]=3)=[C:10]([C:32]3[CH:37]=[CH:36][CH:35]=[CH:34][CH:33]=3)[O:9][C:8]=12)#[N:2].[ClH:38]. The catalyst is C(Cl)Cl.O1CCOCC1. The product is [ClH:38].[NH2:24][C:20]1([C:17]2[CH:16]=[CH:15][C:14]([C:11]3[C:12](=[O:13])[C:7]4[C:8]([O:9][C:10]=3[C:32]3[CH:33]=[CH:34][CH:35]=[CH:36][CH:37]=3)=[C:3]([C:1]#[N:2])[N:4]=[CH:5][CH:6]=4)=[CH:19][CH:18]=2)[CH2:23][CH2:22][CH2:21]1. The yield is 0.710.